This data is from Full USPTO retrosynthesis dataset with 1.9M reactions from patents (1976-2016). The task is: Predict the reactants needed to synthesize the given product. (1) Given the product [Cl:1][C:2]1[CH:7]=[C:6]([Cl:8])[C:5]([O:9][CH3:10])=[CH:4][C:3]=1[NH:11][C:12]1[C:17]([C:18]#[N:19])=[CH:16][N:15]=[C:14]2[CH:20]=[C:21]([C:29]#[C:28][Si:25]([CH3:27])([CH3:26])[CH3:24])[S:22][C:13]=12, predict the reactants needed to synthesize it. The reactants are: [Cl:1][C:2]1[CH:7]=[C:6]([Cl:8])[C:5]([O:9][CH3:10])=[CH:4][C:3]=1[NH:11][C:12]1[C:17]([C:18]#[N:19])=[CH:16][N:15]=[C:14]2[CH:20]=[C:21](I)[S:22][C:13]=12.[CH3:24][Si:25]([C:28]#[CH:29])([CH3:27])[CH3:26].C(Cl)(Cl)Cl. (2) The reactants are: [Br:1][C:2]1[N:3]=[C:4]([NH:15][CH2:16][C:17]2[C:22]([F:23])=[CH:21][CH:20]=[C:19]([F:24])[C:18]=2[Cl:25])[C:5]([NH:8][CH2:9][CH2:10][C:11](OC)=[O:12])=[N:6][CH:7]=1. Given the product [Br:1][C:2]1[CH:7]=[N:6][C:5]2[NH:8][CH2:9][CH2:10][C:11](=[O:12])[N:15]([CH2:16][C:17]3[C:22]([F:23])=[CH:21][CH:20]=[C:19]([F:24])[C:18]=3[Cl:25])[C:4]=2[N:3]=1, predict the reactants needed to synthesize it. (3) Given the product [CH:43]1([NH:15][C:16]2[CH:21]=[CH:20][C:19]([C@H:22]3[C@@H:27]([C:28]([O:30][CH2:31][CH3:32])=[O:29])[CH2:26][CH2:25][CH2:24][N:23]3[C:33](=[O:42])[C:34]3[C:39]([CH3:40])=[CH:38][CH:37]=[CH:36][C:35]=3[F:41])=[CH:18][CH:17]=2)[CH2:47][CH2:46][CH2:45][CH2:44]1, predict the reactants needed to synthesize it. The reactants are: [BH-](OC(C)=O)(OC(C)=O)OC(C)=O.[Na+].[NH2:15][C:16]1[CH:21]=[CH:20][C:19]([C@H:22]2[C@@H:27]([C:28]([O:30][CH2:31][CH3:32])=[O:29])[CH2:26][CH2:25][CH2:24][N:23]2[C:33](=[O:42])[C:34]2[C:39]([CH3:40])=[CH:38][CH:37]=[CH:36][C:35]=2[F:41])=[CH:18][CH:17]=1.[C:43]1(=O)[CH2:47][CH2:46][CH2:45][CH2:44]1. (4) Given the product [ClH:18].[Cl:18][C:14]1[CH:13]=[C:12]([C:5]([OH:8])([CH2:6][CH3:7])[CH:4]([CH3:9])[CH2:3][N:2]([CH3:10])[CH3:1])[CH:17]=[CH:16][CH:15]=1, predict the reactants needed to synthesize it. The reactants are: [CH3:1][N:2]([CH3:10])[CH2:3][CH:4]([CH3:9])[C:5](=[O:8])[CH2:6][CH3:7].Br[C:12]1[CH:17]=[CH:16][CH:15]=[C:14]([Cl:18])[CH:13]=1.[Mg].